From a dataset of M1 muscarinic receptor antagonist screen with 61,756 compounds. Binary Classification. Given a drug SMILES string, predict its activity (active/inactive) in a high-throughput screening assay against a specified biological target. (1) The drug is s1c(NC2CCCCC2)nnc1SCc1oc(c(c1)C(OC)=O)C. The result is 0 (inactive). (2) The molecule is S(Cc1nc(N2CCCCC2)nc(n1)N)c1[nH]c(c2ccccc2)c(c(=O)n1)C#N. The result is 0 (inactive).